Dataset: Reaction yield outcomes from USPTO patents with 853,638 reactions. Task: Predict the reaction yield, written as a fraction of the theoretical maximum amount of product (1.0 means a 100% yield; for example, 0.34 means a 34% yield). (1) The reactants are [OH:1][CH2:2][C:3]1[C:12]2[C:7](=[CH:8][CH:9]=[CH:10][CH:11]=2)[C:6]([C:13]([O:15][CH3:16])=[O:14])=[CH:5][CH:4]=1. The catalyst is C(Cl)(Cl)Cl.[O-2].[O-2].[Mn+4]. The product is [CH:2]([C:3]1[C:12]2[C:7](=[CH:8][CH:9]=[CH:10][CH:11]=2)[C:6]([C:13]([O:15][CH3:16])=[O:14])=[CH:5][CH:4]=1)=[O:1]. The yield is 0.850. (2) The reactants are Cl[C:2]1[C:11]2[C:6](=[CH:7][C:8]([O:14][CH2:15][CH2:16][N:17]3[CH:21]=[CH:20][N:19]=[N:18]3)=[C:9]([C:12]#[N:13])[CH:10]=2)[N:5]=[CH:4][CH:3]=1.[NH2:22][C:23]1[CH:24]=[C:25]2[C:29](=[CH:30][CH:31]=1)[NH:28][CH:27]=[CH:26]2. No catalyst specified. The product is [C:12]([C:9]1[CH:10]=[C:11]2[C:6](=[CH:7][C:8]=1[O:14][CH2:15][CH2:16][N:17]1[CH:21]=[CH:20][N:19]=[N:18]1)[N:5]=[CH:4][CH:3]=[C:2]2[NH:22][C:23]1[CH:24]=[C:25]2[C:29](=[CH:30][CH:31]=1)[NH:28][CH:27]=[CH:26]2)#[N:13]. The yield is 0.860.